This data is from Catalyst prediction with 721,799 reactions and 888 catalyst types from USPTO. The task is: Predict which catalyst facilitates the given reaction. (1) Reactant: [Sn](Cl)Cl.[F:4][C:5]1[CH:6]=[CH:7][C:8]2[C:12]([C:13]#[N:14])=[C:11]([NH:15][C:16]3[CH:21]=[CH:20][CH:19]=[CH:18][C:17]=3[N+:22]([O-])=O)[S:10][C:9]=2[CH:25]=1.O. Product: [NH2:14][C:13]1[C:12]2[C:8]3[CH:7]=[CH:6][C:5]([F:4])=[CH:25][C:9]=3[S:10][C:11]=2[NH:15][C:16]2[CH:21]=[CH:20][CH:19]=[CH:18][C:17]=2[N:22]=1. The catalyst class is: 502. (2) Reactant: [Cl:1][C:2]1[CH:13]=[CH:12][C:5]([O:6][CH:7]([CH3:11])[C:8]([O-:10])=[O:9])=[C:4]([CH3:14])[CH:3]=1.C([N+](CC=C)(C)C)C=C.ClC1C=CC(O[C@H](C)C(O)=O)=C(C)C=1.[OH-].[K+:39]. Product: [Cl:1][C:2]1[CH:13]=[CH:12][C:5]([O:6][C@H:7]([CH3:11])[C:8]([O-:10])=[O:9])=[C:4]([CH3:14])[CH:3]=1.[K+:39]. The catalyst class is: 6. (3) The catalyst class is: 4. Reactant: [CH2:1]([C@H:8]([NH:39]C(=O)OC(C)(C)C)[C@H:9]([OH:38])[CH2:10][C@H:11]([NH:25][C:26](=[O:37])[C@@H:27]([NH:32][C:33]([O:35][CH3:36])=[O:34])[C:28]([CH3:31])([CH3:30])[CH3:29])[CH2:12][C:13]1[CH:18]=[CH:17][C:16]([C:19]2[CH:24]=[CH:23][CH:22]=[CH:21][N:20]=2)=[CH:15][CH:14]=1)[C:2]1[CH:7]=[CH:6][CH:5]=[CH:4][CH:3]=1.FC(F)(F)C(O)=O. Product: [NH2:39][C@@H:8]([CH2:1][C:2]1[CH:3]=[CH:4][CH:5]=[CH:6][CH:7]=1)[C@H:9]([OH:38])[CH2:10][C@H:11]([NH:25][C:26]([C@@H:27]([NH:32][C:33](=[O:34])[O:35][CH3:36])[C:28]([CH3:31])([CH3:30])[CH3:29])=[O:37])[CH2:12][C:13]1[CH:18]=[CH:17][C:16]([C:19]2[CH:24]=[CH:23][CH:22]=[CH:21][N:20]=2)=[CH:15][CH:14]=1. (4) Reactant: [CH:1]1([O:4][CH2:5][CH2:6][CH2:7][OH:8])[CH2:3][CH2:2]1.ClCCl.C(N(CC)CC)C.[C:19]1([CH3:29])[CH:24]=[CH:23][C:22]([S:25](Cl)(=[O:27])=[O:26])=[CH:21][CH:20]=1. Product: [C:19]1([CH3:29])[CH:24]=[CH:23][C:22]([S:25]([O:8][CH2:7][CH2:6][CH2:5][O:4][CH:1]2[CH2:3][CH2:2]2)(=[O:27])=[O:26])=[CH:21][CH:20]=1. The catalyst class is: 22. (5) Reactant: [CH2:1]([N:8]1[CH2:13][CH2:12][N:11]([C:14]([O:16][C:17]([CH3:20])([CH3:19])[CH3:18])=[O:15])[CH2:10][C@H:9]1[CH2:21][OH:22])[C:2]1[CH:7]=[CH:6][CH:5]=[CH:4][CH:3]=1.[CH3:23][C:24]([C:26]1[CH:27]=[CH:28][C:29](O)=[CH:30][CH:31]=1)=[O:25].C1(P(C2C=CC=CC=2)C2C=CC=CC=2)C=CC=CC=1.CCOC(/N=N/C(OCC)=O)=O. Product: [C:24]([C:26]1[CH:27]=[CH:28][C:29]([O:22][CH2:21][C@H:9]2[N:8]([CH2:1][C:2]3[CH:7]=[CH:6][CH:5]=[CH:4][CH:3]=3)[CH2:13][CH2:12][N:11]([C:14]([O:16][C:17]([CH3:18])([CH3:19])[CH3:20])=[O:15])[CH2:10]2)=[CH:30][CH:31]=1)(=[O:25])[CH3:23]. The catalyst class is: 11. (6) Reactant: [CH:1]([C:4]1[CH:27]=[CH:26][CH:25]=[CH:24][C:5]=1[O:6][CH2:7][CH2:8][N:9]([CH3:23])[C:10](=[O:22])[NH:11][C:12]1[CH:21]=[CH:20][CH:19]=[CH:18][C:13]=1[C:14]([O:16]C)=[O:15])([CH3:3])[CH3:2].O[Li].O.Cl. Product: [CH:1]([C:4]1[CH:27]=[CH:26][CH:25]=[CH:24][C:5]=1[O:6][CH2:7][CH2:8][N:9]([CH3:23])[C:10](=[O:22])[NH:11][C:12]1[CH:21]=[CH:20][CH:19]=[CH:18][C:13]=1[C:14]([OH:16])=[O:15])([CH3:3])[CH3:2]. The catalyst class is: 87. (7) Reactant: [Cl:1][C:2]1[N:3]=[C:4]([N:13]2[CH2:18][CH2:17][O:16][CH2:15][CH2:14]2)[C:5]2[S:10][C:9]([CH:11]=O)=[CH:8][C:6]=2[N:7]=1.[C:19]([N:26]1[CH2:31][CH2:30][NH:29][CH2:28][CH2:27]1)([O:21][C:22]([CH3:25])([CH3:24])[CH3:23])=[O:20].COC(OC)OC.C(O[BH-](OC(=O)C)OC(=O)C)(=O)C.[Na+]. Product: [C:22]([O:21][C:19]([N:26]1[CH2:31][CH2:30][N:29]([CH2:11][C:9]2[S:10][C:5]3[C:4]([N:13]4[CH2:18][CH2:17][O:16][CH2:15][CH2:14]4)=[N:3][C:2]([Cl:1])=[N:7][C:6]=3[CH:8]=2)[CH2:28][CH2:27]1)=[O:20])([CH3:25])([CH3:23])[CH3:24]. The catalyst class is: 26. (8) Reactant: [CH3:1][C:2]1[CH:7]=[CH:6][C:5]([S:8](Cl)(=[O:10])=[O:9])=[CH:4][CH:3]=1.[OH:12][CH:13]1[CH2:18][CH2:17][N:16]([C:19]([O:21][C:22]([CH3:25])([CH3:24])[CH3:23])=[O:20])[CH2:15][CH2:14]1. Product: [CH3:1][C:2]1[CH:7]=[CH:6][C:5]([S:8]([O:12][CH:13]2[CH2:14][CH2:15][N:16]([C:19]([O:21][C:22]([CH3:25])([CH3:24])[CH3:23])=[O:20])[CH2:17][CH2:18]2)(=[O:10])=[O:9])=[CH:4][CH:3]=1. The catalyst class is: 17. (9) Reactant: [Br:1][C:2]1[CH:3]=[C:4]([CH:7]=[C:8]([Br:10])[CH:9]=1)[CH:5]=O.[CH3:11][C:12](C)([O-:14])C.[Br-].O1CCOC1CP(CCCC)(CCCC)CCCC.Cl. Product: [Br:1][C:2]1[CH:3]=[C:4]([CH:5]=[CH:11][CH:12]=[O:14])[CH:7]=[C:8]([Br:10])[CH:9]=1. The catalyst class is: 28. (10) Reactant: [C:1]([OH:7])(=[O:6])[CH2:2][C:3](O)=O.[F:8][C:9]1[CH:16]=[C:15]([O:17][CH2:18][C:19]2[CH:24]=[CH:23][CH:22]=[CH:21][N:20]=2)[CH:14]=[CH:13][C:10]=1C=O.N1CCCCC1.Cl. Product: [F:8][C:9]1[CH:16]=[C:15]([O:17][CH2:18][C:19]2[CH:24]=[CH:23][CH:22]=[CH:21][N:20]=2)[CH:14]=[CH:13][C:10]=1/[CH:3]=[CH:2]/[C:1]([OH:7])=[O:6]. The catalyst class is: 803.